Task: Predict which catalyst facilitates the given reaction.. Dataset: Catalyst prediction with 721,799 reactions and 888 catalyst types from USPTO (1) Reactant: CC1C=CC(S(O)(=O)=O)=CC=1.[NH2:12][CH2:13][CH2:14][C:15]([O:17][CH2:18][C:19]1[CH:24]=[CH:23][CH:22]=[CH:21][CH:20]=1)=[O:16].[C:25](Cl)(=[O:36])[O:26][C:27]1[CH:32]=[CH:31][C:30]([N+:33]([O-:35])=[O:34])=[CH:29][CH:28]=1. The catalyst class is: 7. Product: [N+:33]([C:30]1[CH:31]=[CH:32][C:27]([O:26][C:25]([NH:12][CH2:13][CH2:14][C:15]([O:17][CH2:18][C:19]2[CH:24]=[CH:23][CH:22]=[CH:21][CH:20]=2)=[O:16])=[O:36])=[CH:28][CH:29]=1)([O-:35])=[O:34]. (2) Reactant: [Br:1][C:2]1[CH:7]=[CH:6][C:5]([C:8]2[CH:13]=[CH:12][C:11]([CH3:14])=[CH:10][N:9]=2)=[CH:4][C:3]=1[C:15]([F:18])([F:17])[F:16].C1C(=O)N([Br:26])C(=O)C1.C(Cl)(=O)C1C=CC=CC=1. Product: [Br:26][CH2:14][C:11]1[CH:12]=[CH:13][C:8]([C:5]2[CH:6]=[CH:7][C:2]([Br:1])=[C:3]([C:15]([F:18])([F:16])[F:17])[CH:4]=2)=[N:9][CH:10]=1. The catalyst class is: 53. (3) Reactant: [OH:1][C:2]1[CH:3]=[C:4](/[CH:8]=[CH:9]/[C:10]([NH:12][C:13]2[CH:18]=[CH:17][CH:16]=[C:15]([CH:19]([CH3:21])[CH3:20])[CH:14]=2)=[O:11])[CH:5]=[CH:6][CH:7]=1.Cl[C:23]1[CH:28]=[CH:27][N:26]=[C:25]([C:29]2[NH:30][CH2:31][CH2:32][N:33]=2)[CH:24]=1.C(=O)([O-])[O-].[Cs+].[Cs+]. Product: [NH:30]1[CH2:31][CH2:32][N:33]=[C:29]1[C:25]1[CH:24]=[C:23]([O:1][C:2]2[CH:3]=[C:4](/[CH:8]=[CH:9]/[C:10]([NH:12][C:13]3[CH:18]=[CH:17][CH:16]=[C:15]([CH:19]([CH3:21])[CH3:20])[CH:14]=3)=[O:11])[CH:5]=[CH:6][CH:7]=2)[CH:28]=[CH:27][N:26]=1. The catalyst class is: 18. (4) Reactant: I[C:2]1[CH:3]=[N:4][N:5]([CH3:19])[C:6]=1[CH2:7][CH2:8][C:9]1[CH:14]=[CH:13][C:12]([C:15]([F:18])([F:17])[F:16])=[CH:11][CH:10]=1.[C:20](=[O:23])([O-])[O-:21].[K+].[K+].CN(C)C=O.[CH2:31](O)[CH3:32]. Product: [CH3:19][N:5]1[C:6]([CH2:7][CH2:8][C:9]2[CH:14]=[CH:13][C:12]([C:15]([F:18])([F:17])[F:16])=[CH:11][CH:10]=2)=[C:2]([C:20]([O:21][CH2:31][CH3:32])=[O:23])[CH:3]=[N:4]1. The catalyst class is: 13. (5) Reactant: [CH3:1][C:2]1[N:3]=[CH:4][N:5]([C:8]2[CH:9]=[C:10]([CH:12]=[CH:13][CH:14]=2)[NH2:11])[C:6]=1[CH3:7].[Cl:15][C:16]1[C:21]([Cl:22])=[CH:20][CH:19]=[CH:18][C:17]=1[CH:23]=[CH:24][C:25](O)=[O:26].Cl.C(N=C=NCCCN(C)C)C. Product: [Cl:15][C:16]1[C:21]([Cl:22])=[CH:20][CH:19]=[CH:18][C:17]=1/[CH:23]=[CH:24]/[C:25]([NH:11][C:10]1[CH:12]=[CH:13][CH:14]=[C:8]([N:5]2[C:6]([CH3:7])=[C:2]([CH3:1])[N:3]=[CH:4]2)[CH:9]=1)=[O:26]. The catalyst class is: 98. (6) Reactant: [Br:1][C:2]1[CH:7]=[C:6]([CH3:8])[N:5]=[C:4](F)[CH:3]=1.Cl.[NH2:11][C@H:12]([C:14]1[C:15](=[O:25])[NH:16][C:17]2[C:22]([CH:23]=1)=[CH:21][C:20]([Cl:24])=[CH:19][CH:18]=2)[CH3:13].CS(C)=O.CCN(C(C)C)C(C)C. Product: [Br:1][C:2]1[CH:7]=[C:6]([CH3:8])[N:5]=[C:4]([NH:11][C@H:12]([C:14]2[C:15](=[O:25])[NH:16][C:17]3[C:22]([CH:23]=2)=[CH:21][C:20]([Cl:24])=[CH:19][CH:18]=3)[CH3:13])[CH:3]=1. The catalyst class is: 6.